From a dataset of Merck oncology drug combination screen with 23,052 pairs across 39 cell lines. Regression. Given two drug SMILES strings and cell line genomic features, predict the synergy score measuring deviation from expected non-interaction effect. Drug 1: CC(C)CC(NC(=O)C(Cc1ccccc1)NC(=O)c1cnccn1)B(O)O. Drug 2: CCC1(O)C(=O)OCc2c1cc1n(c2=O)Cc2cc3c(CN(C)C)c(O)ccc3nc2-1. Cell line: OCUBM. Synergy scores: synergy=-8.48.